Dataset: NCI-60 drug combinations with 297,098 pairs across 59 cell lines. Task: Regression. Given two drug SMILES strings and cell line genomic features, predict the synergy score measuring deviation from expected non-interaction effect. (1) Drug 1: CC1OCC2C(O1)C(C(C(O2)OC3C4COC(=O)C4C(C5=CC6=C(C=C35)OCO6)C7=CC(=C(C(=C7)OC)O)OC)O)O. Drug 2: C1CC(=O)NC(=O)C1N2C(=O)C3=CC=CC=C3C2=O. Cell line: A549. Synergy scores: CSS=38.6, Synergy_ZIP=-2.16, Synergy_Bliss=-4.41, Synergy_Loewe=-23.7, Synergy_HSA=-3.07. (2) Drug 1: C1CC(C1)(C(=O)O)C(=O)O.[NH2-].[NH2-].[Pt+2]. Drug 2: C1=NC(=NC(=O)N1C2C(C(C(O2)CO)O)O)N. Cell line: T-47D. Synergy scores: CSS=11.1, Synergy_ZIP=-7.49, Synergy_Bliss=-9.31, Synergy_Loewe=-3.70, Synergy_HSA=-3.94. (3) Drug 1: C(CN)CNCCSP(=O)(O)O. Drug 2: CC1C(C(CC(O1)OC2CC(CC3=C2C(=C4C(=C3O)C(=O)C5=C(C4=O)C(=CC=C5)OC)O)(C(=O)CO)O)N)O.Cl. Cell line: SNB-75. Synergy scores: CSS=53.3, Synergy_ZIP=2.09, Synergy_Bliss=3.99, Synergy_Loewe=-44.7, Synergy_HSA=5.03. (4) Drug 1: C1=C(C(=O)NC(=O)N1)F. Drug 2: CC1=C(C=C(C=C1)NC(=O)C2=CC=C(C=C2)CN3CCN(CC3)C)NC4=NC=CC(=N4)C5=CN=CC=C5. Cell line: EKVX. Synergy scores: CSS=30.5, Synergy_ZIP=0.861, Synergy_Bliss=1.13, Synergy_Loewe=1.54, Synergy_HSA=1.93. (5) Drug 1: C1=CN(C(=O)N=C1N)C2C(C(C(O2)CO)O)O.Cl. Drug 2: C1CC(=O)NC(=O)C1N2C(=O)C3=CC=CC=C3C2=O. Cell line: MDA-MB-435. Synergy scores: CSS=20.1, Synergy_ZIP=-4.81, Synergy_Bliss=-0.507, Synergy_Loewe=-30.5, Synergy_HSA=-2.21. (6) Drug 1: CS(=O)(=O)CCNCC1=CC=C(O1)C2=CC3=C(C=C2)N=CN=C3NC4=CC(=C(C=C4)OCC5=CC(=CC=C5)F)Cl. Drug 2: CN1C2=C(C=C(C=C2)N(CCCl)CCCl)N=C1CCCC(=O)O.Cl. Cell line: BT-549. Synergy scores: CSS=2.79, Synergy_ZIP=0.107, Synergy_Bliss=2.16, Synergy_Loewe=-0.783, Synergy_HSA=0.0286. (7) Drug 1: CC1C(C(CC(O1)OC2CC(CC3=C2C(=C4C(=C3O)C(=O)C5=C(C4=O)C(=CC=C5)OC)O)(C(=O)C)O)N)O.Cl. Drug 2: CC1=C2C(C(=O)C3(C(CC4C(C3C(C(C2(C)C)(CC1OC(=O)C(C(C5=CC=CC=C5)NC(=O)C6=CC=CC=C6)O)O)OC(=O)C7=CC=CC=C7)(CO4)OC(=O)C)O)C)OC(=O)C. Cell line: SF-295. Synergy scores: CSS=19.5, Synergy_ZIP=-9.13, Synergy_Bliss=-8.63, Synergy_Loewe=-6.73, Synergy_HSA=-5.03.